From a dataset of Forward reaction prediction with 1.9M reactions from USPTO patents (1976-2016). Predict the product of the given reaction. (1) Given the reactants [O:1]=[C:2]1[C:10]2[C:5](=[CH:6][CH:7]=[CH:8][CH:9]=2)[C:4](=[O:11])[N:3]1[CH2:12][CH:13]=O.Cl.[C:16]([O:20][C:21](=[O:28])[C@H:22]([C:24]([CH3:27])([CH3:26])[CH3:25])[NH2:23])([CH3:19])([CH3:18])[CH3:17].C([BH3-])#N.[Na+].C(O)(=O)C, predict the reaction product. The product is: [O:11]=[C:4]1[C:5]2[C:10](=[CH:9][CH:8]=[CH:7][CH:6]=2)[C:2](=[O:1])[N:3]1[CH2:12][CH2:13][NH:23][C@@H:22]([C:24]([CH3:27])([CH3:26])[CH3:25])[C:21]([O:20][C:16]([CH3:18])([CH3:17])[CH3:19])=[O:28]. (2) Given the reactants Cl.[C:2]([C:4]1[CH:11]=[CH:10][C:7]([CH2:8][NH2:9])=[CH:6][CH:5]=1)#[N:3].CCN(CC)CC.[CH3:19][C:20]([O:23][C:24](O[C:24]([O:23][C:20]([CH3:22])([CH3:21])[CH3:19])=[O:25])=[O:25])([CH3:22])[CH3:21], predict the reaction product. The product is: [C:20]([O:23][C:24](=[O:25])[NH:3][CH2:2][C:4]1[CH:11]=[CH:10][C:7]([C:8]#[N:9])=[CH:6][CH:5]=1)([CH3:22])([CH3:21])[CH3:19]. (3) Given the reactants Cl[C:2]1[C:3]2[CH:10]=[C:9]([C:11]3[CH:16]=[CH:15][C:14]([N:17]4[CH2:22][CH2:21][O:20][CH2:19][CH2:18]4)=[CH:13][CH:12]=3)[NH:8][C:4]=2[N:5]=[CH:6][N:7]=1.[O:23]=[C:24]1[CH2:28][CH2:27][CH2:26][N:25]1[CH2:29][C:30]1[CH:37]=[CH:36][C:35](B2OC(C)(C)C(C)(C)O2)=[CH:34][C:31]=1[C:32]#[N:33].C([O-])([O-])=O.[Na+].[Na+].C(#N)C.O, predict the reaction product. The product is: [O:20]1[CH2:21][CH2:22][N:17]([C:14]2[CH:15]=[CH:16][C:11]([C:9]3[NH:8][C:4]4[N:5]=[CH:6][N:7]=[C:2]([C:35]5[CH:36]=[CH:37][C:30]([CH2:29][N:25]6[CH2:26][CH2:27][CH2:28][C:24]6=[O:23])=[C:31]([CH:34]=5)[C:32]#[N:33])[C:3]=4[CH:10]=3)=[CH:12][CH:13]=2)[CH2:18][CH2:19]1. (4) Given the reactants C(N(CC)CC)C.[Si:8]([O:15][CH2:16][C@H:17]1[CH2:26][C:25]2[C:24]([C:27]([O:29][CH3:30])=[O:28])=[CH:23][CH:22]=[CH:21][C:20]=2[C@H:19]([CH3:31])[NH:18]1)([C:11]([CH3:14])([CH3:13])[CH3:12])([CH3:10])[CH3:9].F[P-](F)(F)(F)(F)F.N1(O[P+](N2CCCC2)(N2CCCC2)N2CCCC2)C2C=CC=CC=2N=N1.[Cl:65][C:66]1[C:71]([CH2:72][C:73](O)=[O:74])=[C:70]([F:76])[C:69]([O:77][CH3:78])=[CH:68][CH:67]=1.[Cl-].[NH4+], predict the reaction product. The product is: [Si:8]([O:15][CH2:16][C@H:17]1[CH2:26][C:25]2[C:24]([C:27]([O:29][CH3:30])=[O:28])=[CH:23][CH:22]=[CH:21][C:20]=2[C@H:19]([CH3:31])[N:18]1[C:73](=[O:74])[CH2:72][C:71]1[C:66]([Cl:65])=[CH:67][CH:68]=[C:69]([O:77][CH3:78])[C:70]=1[F:76])([C:11]([CH3:14])([CH3:13])[CH3:12])([CH3:9])[CH3:10]. (5) Given the reactants Cl.[O:2]([C:9]1[CH:10]=[C:11]([CH:14]=[CH:15][CH:16]=1)[CH2:12][NH2:13])[C:3]1[CH:8]=[CH:7][CH:6]=[CH:5][CH:4]=1.[NH2:17][C:18]1[N:26]=[C:25]([CH3:27])[CH:24]=[CH:23][C:19]=1[C:20](O)=[O:21].ON1C2C=CC=CC=2N=N1.CCN=C=NCCCN(C)C, predict the reaction product. The product is: [O:2]([C:9]1[CH:10]=[C:11]([CH2:12][NH:13][C:20](=[O:21])[C:19]2[CH:23]=[CH:24][C:25]([CH3:27])=[N:26][C:18]=2[NH2:17])[CH:14]=[CH:15][CH:16]=1)[C:3]1[CH:4]=[CH:5][CH:6]=[CH:7][CH:8]=1. (6) Given the reactants F[C:2]1[CH:9]=[CH:8][C:7](OC)=[CH:6][C:3]=1[C:4]#[N:5].O.[NH2:13][NH2:14], predict the reaction product. The product is: [NH:13]1[C:6]2[C:3](=[CH:2][CH:9]=[CH:8][CH:7]=2)[C:4]([NH2:5])=[N:14]1.